Task: Predict which catalyst facilitates the given reaction.. Dataset: Catalyst prediction with 721,799 reactions and 888 catalyst types from USPTO (1) Reactant: [I:1]N1C(=O)CCC1=O.[F:9][C:10]1[CH:15]=[CH:14][C:13]([OH:16])=[CH:12][CH:11]=1.C(O)(=O)C.S(=O)(=O)(O)O. Product: [F:9][C:10]1[CH:15]=[CH:14][C:13]([OH:16])=[C:12]([I:1])[CH:11]=1. The catalyst class is: 6. (2) Reactant: C([O:3][C:4]([C@H:6]1[CH2:10][CH2:9][CH2:8][N:7]1[C:11](=[O:35])[C:12]([CH3:34])([C:14]1[CH:19]=[CH:18][CH:17]=[C:16]([O:20][CH2:21][C:22]2[N:23]=[C:24]([C:28]3[CH:33]=[CH:32][CH:31]=[CH:30][CH:29]=3)[O:25][C:26]=2[CH3:27])[CH:15]=1)[CH3:13])=[O:5])C.[OH-].[Na+]. Product: [CH3:34][C:12]([C:14]1[CH:19]=[CH:18][CH:17]=[C:16]([O:20][CH2:21][C:22]2[N:23]=[C:24]([C:28]3[CH:33]=[CH:32][CH:31]=[CH:30][CH:29]=3)[O:25][C:26]=2[CH3:27])[CH:15]=1)([CH3:13])[C:11]([N:7]1[CH2:8][CH2:9][CH2:10][C@@H:6]1[C:4]([OH:5])=[O:3])=[O:35]. The catalyst class is: 24.